This data is from Catalyst prediction with 721,799 reactions and 888 catalyst types from USPTO. The task is: Predict which catalyst facilitates the given reaction. (1) Reactant: [F:1][C:2]1[CH:10]=[CH:9][CH:8]=[CH:7][C:3]=1[C:4]([OH:6])=O.CN(C(ON1N=NC2C=CC=NC1=2)=[N+](C)C)C.F[P-](F)(F)(F)(F)F.C(N(C(C)C)C(C)C)C.[O:44]1[CH2:49][CH2:48][O:47][CH2:46][CH:45]1[C:50]1[C:58]2[S:57][C:56]([NH2:59])=[N:55][C:54]=2[C:53]([O:60][CH3:61])=[CH:52][CH:51]=1. Product: [O:44]1[CH2:49][CH2:48][O:47][CH2:46][CH:45]1[C:50]1[C:58]2[S:57][C:56]([NH:59][C:4](=[O:6])[C:3]3[CH:7]=[CH:8][CH:9]=[CH:10][C:2]=3[F:1])=[N:55][C:54]=2[C:53]([O:60][CH3:61])=[CH:52][CH:51]=1. The catalyst class is: 396. (2) Reactant: C(O)=O.[NH2:4][CH2:5][CH2:6][C:7]1[CH:32]=[CH:31][C:10]([NH:11][CH:12]2[CH2:17][CH2:16][N:15]([C:18]([NH:20][CH2:21][CH2:22][C:23]3[CH:28]=[CH:27][CH:26]=[C:25]([O:29][CH3:30])[CH:24]=3)=[O:19])[CH2:14][CH2:13]2)=[CH:9][CH:8]=1.C([Si]([O:50][C:51]1[CH:56]=[CH:55][C:54]([O:57][CH2:58][CH:59]2[CH2:61][O:60]2)=[CH:53][CH:52]=1)(C1C=CC=CC=1)C1C=CC=CC=1)(C)(C)C. Product: [CH3:30][O:29][C:25]1[CH:24]=[C:23]([CH2:22][CH2:21][NH:20][C:18]([N:15]2[CH2:14][CH2:13][CH:12]([NH:11][C:10]3[CH:9]=[CH:8][C:7]([CH2:6][CH2:5][NH:4][CH2:61][C@H:59]([OH:60])[CH2:58][O:57][C:54]4[CH:55]=[CH:56][C:51]([OH:50])=[CH:52][CH:53]=4)=[CH:32][CH:31]=3)[CH2:17][CH2:16]2)=[O:19])[CH:28]=[CH:27][CH:26]=1. The catalyst class is: 147.